Dataset: Reaction yield outcomes from USPTO patents with 853,638 reactions. Task: Predict the reaction yield, written as a fraction of the theoretical maximum amount of product (1.0 means a 100% yield; for example, 0.34 means a 34% yield). (1) The reactants are [Br:1][C:2]1[CH:7]=[C:6]([N+:8]([O-:10])=[O:9])[CH:5]=[C:4]([CH3:11])[C:3]=1[OH:12].CCN(CC)CC.[O:20](S(C(F)(F)F)(=O)=O)[S:21]([C:24]([F:27])([F:26])[F:25])(=O)=[O:22].Cl. The catalyst is C(Cl)Cl. The product is [F:25][C:24]([F:27])([F:26])[S:21]([O:12][C:3]1[C:4]([CH3:11])=[CH:5][C:6]([N+:8]([O-:10])=[O:9])=[CH:7][C:2]=1[Br:1])(=[O:22])=[O:20]. The yield is 0.850. (2) The reactants are Br[C:2]1[CH:7]=[CH:6][C:5]([CH3:8])=[CH:4][N:3]=1.C([Li])CCC.CN(C)[C:16](=[O:18])[CH3:17].[Cl-].[NH4+]. The catalyst is CCOCC.C(Cl)Cl.CO. The product is [CH3:8][C:5]1[CH:6]=[CH:7][C:2]([C:16](=[O:18])[CH3:17])=[N:3][CH:4]=1. The yield is 0.720. (3) The reactants are C([O:8][N:9]1[C:15](=[O:16])[N:14]2[CH2:17][C@H:10]1[CH2:11][CH2:12][C@H:13]2[C:18]([NH:20][NH:21][C:22]([CH:24]1[CH2:28][CH2:27][CH2:26][CH2:25]1)=[O:23])=[O:19])C1C=CC=CC=1.[H][H]. The catalyst is CO.[Pd]. The product is [CH:24]1([C:22]([NH:21][NH:20][C:18]([C@@H:13]2[CH2:12][CH2:11][C@@H:10]3[CH2:17][N:14]2[C:15](=[O:16])[N:9]3[OH:8])=[O:19])=[O:23])[CH2:28][CH2:27][CH2:26][CH2:25]1. The yield is 0.980. (4) The reactants are [F:1][C:2]1[CH:7]=[CH:6][C:5]([CH:8]([OH:21])[C:9]2[N:18]=[C:17]([OH:19])[C:16]3[C:11](=[CH:12][C:13]([CH3:20])=[CH:14][CH:15]=3)[N:10]=2)=[CH:4][CH:3]=1.CC(OI1(OC(C)=O)(OC(C)=O)OC(=O)C2C=CC=CC1=2)=O.C(=O)([O-])O.[Na+]. The catalyst is C(#N)C. The product is [F:1][C:2]1[CH:3]=[CH:4][C:5]([C:8]([C:9]2[N:18]=[C:17]([OH:19])[C:16]3[C:11](=[CH:12][C:13]([CH3:20])=[CH:14][CH:15]=3)[N:10]=2)=[O:21])=[CH:6][CH:7]=1. The yield is 0.890. (5) The reactants are [N+:1]([C:4]1[CH:5]=[C:6]([C:9]([O:11][CH2:12][CH3:13])=[O:10])[NH:7][CH:8]=1)([O-:3])=[O:2].[K].Br[CH:16]1[CH2:20][CH2:19][CH2:18][CH2:17]1.COCCOC. The catalyst is CN(C=O)C.[Cl-].[Na+].O. The product is [CH:16]1([N:7]2[CH:8]=[C:4]([N+:1]([O-:3])=[O:2])[CH:5]=[C:6]2[C:9]([O:11][CH2:12][CH3:13])=[O:10])[CH2:20][CH2:19][CH2:18][CH2:17]1. The yield is 0.320. (6) The yield is 0.420. The catalyst is N1C=CC=CC=1. The reactants are Br[CH:2]1[C:7](=O)[CH2:6][CH2:5][CH2:4][C:3]1=[O:9].[C:10]([NH2:13])(=[S:12])[CH3:11]. The product is [CH3:11][C:10]1[S:12][C:2]2[C:3](=[O:9])[CH2:4][CH2:5][CH2:6][C:7]=2[N:13]=1. (7) The reactants are [C:1]1([C:7]([C:18]2[CH:23]=[CH:22][CH:21]=[CH:20][CH:19]=2)([C:12]2[CH:17]=[CH:16][CH:15]=[CH:14][CH:13]=2)[CH2:8][CH2:9][CH2:10]O)[CH:6]=[CH:5][CH:4]=[CH:3][CH:2]=1.C(N(CC)CC)C.[C:31](Cl)(=[O:34])[CH:32]=[CH2:33].C1C[O:39]CC1. No catalyst specified. The product is [C:31]([O:34][CH:8]([C:7]([C:1]1[CH:6]=[CH:5][CH:4]=[CH:3][CH:2]=1)([C:12]1[CH:13]=[CH:14][CH:15]=[CH:16][CH:17]=1)[C:18]1[CH:23]=[CH:22][CH:21]=[CH:20][CH:19]=1)[CH2:9][CH3:10])(=[O:39])[CH:32]=[CH2:33]. The yield is 0.910.